Task: Predict the product of the given reaction.. Dataset: Forward reaction prediction with 1.9M reactions from USPTO patents (1976-2016) (1) Given the reactants [Br:1][C:2]1[CH:3]=[CH:4][C:5]([OH:11])=[C:6]([C:8](=O)[CH3:9])[CH:7]=1.C(=O)([O-])[O-].[K+].[K+].Br[CH2:19][C:20]([O:22][CH3:23])=[O:21], predict the reaction product. The product is: [Br:1][C:2]1[CH:3]=[CH:4][C:5]2[O:11][C:19]([C:20]([O:22][CH3:23])=[O:21])=[C:8]([CH3:9])[C:6]=2[CH:7]=1. (2) Given the reactants [H-].[H-].[H-].[H-].[Li+].[Al+3].[Cl-].[Cl-].[Cl-].[Al+3].C(C([C:21]1[CH:26]=[CH:25][C:24]([O:27]C)=C[CH:22]=1)C1(O)CCCCC1)#N.[OH-:29].[Na+].NCC(C1(O)CCCCC1)C1C=CC([O:40]C)=CC=1.[O:49]1[CH2:53][CH2:52][CH2:51][CH2:50]1, predict the reaction product. The product is: [CH:22]1[CH:21]=[C:26]2[C:25]([C:24]([OH:27])([OH:40])[C:53](=[O:49])[C:52]2=[CH:51][CH:50]=1)=[O:29].